This data is from Peptide-MHC class II binding affinity with 134,281 pairs from IEDB. The task is: Regression. Given a peptide amino acid sequence and an MHC pseudo amino acid sequence, predict their binding affinity value. This is MHC class II binding data. (1) The peptide sequence is DYINTSLTSINVQASALF. The MHC is DRB1_0301 with pseudo-sequence DRB1_0301. The binding affinity (normalized) is 0.255. (2) The peptide sequence is FKKYFAATQFEPLAA. The MHC is HLA-DPA10201-DPB10101 with pseudo-sequence HLA-DPA10201-DPB10101. The binding affinity (normalized) is 0.790. (3) The peptide sequence is EKKYDAATQFEPLAA. The binding affinity (normalized) is 0.775. The MHC is HLA-DPA10103-DPB10401 with pseudo-sequence HLA-DPA10103-DPB10401. (4) The binding affinity (normalized) is 0.166. The peptide sequence is FGHDGTVWAQSADFP. The MHC is DRB1_0405 with pseudo-sequence DRB1_0405. (5) The peptide sequence is EKDSPFKLSSSEPHC. The MHC is DRB1_0701 with pseudo-sequence DRB1_0701. The binding affinity (normalized) is 0.660. (6) The peptide sequence is LGQQQPFPPQQPYPQ. The MHC is HLA-DPA10201-DPB10501 with pseudo-sequence HLA-DPA10201-DPB10501. The binding affinity (normalized) is 0. (7) The peptide sequence is KVTAKGVSEANTCAA. The MHC is DRB1_1602 with pseudo-sequence DRB1_1602. The binding affinity (normalized) is 0.